This data is from Forward reaction prediction with 1.9M reactions from USPTO patents (1976-2016). The task is: Predict the product of the given reaction. (1) The product is: [O:12]=[C:7]1[CH:6]([C:13]2[CH:22]=[CH:21][C:20]3[CH2:19][NH:18][CH2:17][CH2:16][C:15]=3[N:14]=2)[C:5]2[C:9](=[CH:10][CH:11]=[C:3]([C:1]#[N:2])[CH:4]=2)[NH:8]1. Given the reactants [C:1]([C:3]1[CH:4]=[C:5]2[C:9](=[CH:10][CH:11]=1)[NH:8][C:7](=[O:12])[CH:6]2[C:13]1[CH:22]=[CH:21][C:20]2[CH2:19][N:18](C(OC(C)(C)C)=O)[CH2:17][CH2:16][C:15]=2[N:14]=1)#[N:2], predict the reaction product. (2) The product is: [Si:8]([O:7][C@H:6]1[CH2:5][N:4]([C:15]([O:17][C:18]([CH3:21])([CH3:20])[CH3:19])=[O:16])[CH2:3][C@:2]1([O:1][CH3:27])[CH2:22][CH:23]=[CH2:24])([C:11]([CH3:14])([CH3:13])[CH3:12])([CH3:9])[CH3:10]. Given the reactants [OH:1][C@@:2]1([CH2:22][CH:23]=[CH2:24])[C@@H:6]([O:7][Si:8]([C:11]([CH3:14])([CH3:13])[CH3:12])([CH3:10])[CH3:9])[CH2:5][N:4]([C:15]([O:17][C:18]([CH3:21])([CH3:20])[CH3:19])=[O:16])[CH2:3]1.[H-].[Na+].[CH3:27]N(C=O)C, predict the reaction product. (3) Given the reactants [C:1]1([C:7]2[CH:12]=[CH:11][N:10]=[C:9]([N:13]3[CH2:20][CH:19]4[CH:15]([CH2:16][NH:17][CH2:18]4)[CH2:14]3)[N:8]=2)[CH:6]=[CH:5][CH:4]=[CH:3][CH:2]=1.[F:21][C:22]1[CH:23]=[CH:24][C:25]([C:31]2[N:36]=[CH:35][CH:34]=[CH:33][N:32]=2)=[C:26]([CH:30]=1)[C:27](O)=[O:28], predict the reaction product. The product is: [F:21][C:22]1[CH:23]=[CH:24][C:25]([C:31]2[N:32]=[CH:33][CH:34]=[CH:35][N:36]=2)=[C:26]([C:27]([N:17]2[CH2:16][CH:15]3[CH:19]([CH2:20][N:13]([C:9]4[N:8]=[C:7]([C:1]5[CH:2]=[CH:3][CH:4]=[CH:5][CH:6]=5)[CH:12]=[CH:11][N:10]=4)[CH2:14]3)[CH2:18]2)=[O:28])[CH:30]=1.